This data is from Full USPTO retrosynthesis dataset with 1.9M reactions from patents (1976-2016). The task is: Predict the reactants needed to synthesize the given product. (1) Given the product [NH2:1][C:2]1[CH:11]=[CH:10][C:9]2[C:4](=[CH:5][CH:6]=[CH:7][C:8]=2[O:12][CH3:15])[CH:3]=1, predict the reactants needed to synthesize it. The reactants are: [NH2:1][C:2]1[CH:11]=[CH:10][C:9]2[C:4](=[CH:5][CH:6]=[CH:7][C:8]=2[OH:12])[CH:3]=1.[H-].[Na+].[CH3:15]I.O. (2) Given the product [Si:24]([O:23][CH2:22][C@:19]1([CH3:21])[S:18][CH2:17][CH2:16][N:15]2[C:11]([C:8]3([C:5]4[CH:6]=[CH:7][C:2]([B:32]5[O:36][C:35]([CH3:38])([CH3:37])[C:34]([CH3:40])([CH3:39])[O:33]5)=[CH:3][C:4]=4[F:31])[CH2:10][CH2:9]3)=[N:12][N:13]=[C:14]2[CH2:20]1)([C:27]([CH3:30])([CH3:29])[CH3:28])([CH3:26])[CH3:25], predict the reactants needed to synthesize it. The reactants are: Br[C:2]1[CH:7]=[CH:6][C:5]([C:8]2([C:11]3[N:15]4[CH2:16][CH2:17][S:18][C@:19]([CH2:22][O:23][Si:24]([C:27]([CH3:30])([CH3:29])[CH3:28])([CH3:26])[CH3:25])([CH3:21])[CH2:20][C:14]4=[N:13][N:12]=3)[CH2:10][CH2:9]2)=[C:4]([F:31])[CH:3]=1.[B:32]1([B:32]2[O:36][C:35]([CH3:38])([CH3:37])[C:34]([CH3:40])([CH3:39])[O:33]2)[O:36][C:35]([CH3:38])([CH3:37])[C:34]([CH3:40])([CH3:39])[O:33]1.C([O-])(=O)C.[K+]. (3) Given the product [Cl:1][C:2]1[CH:7]=[C:6]([C:8]2[N:9]=[C:10]([N:21]3[CH2:26][CH2:25][O:24][CH2:23][CH2:22]3)[C:11]3[C:17]([O:18][CH3:19])=[CH:16][N:15]=[CH:14][C:12]=3[N:13]=2)[CH:5]=[CH:4][N:3]=1, predict the reactants needed to synthesize it. The reactants are: [Cl:1][C:2]1[CH:7]=[C:6]([C:8]2[N:9]=[C:10](O)[C:11]3[C:17]([O:18][CH3:19])=[CH:16][N:15]=[CH:14][C:12]=3[N:13]=2)[CH:5]=[CH:4][N:3]=1.[NH:21]1[CH2:26][CH2:25][O:24][CH2:23][CH2:22]1.C(OC(N1CCN(C2C3C(C4CC4)=CN=CC=3N=C(C3C=CN=C(Cl)C=3)N=2)CC1)=O)(C)(C)C. (4) Given the product [CH2:1]([N:3]1[C:12]2[C:7](=[CH:8][CH:9]=[C:10]([O:32][CH3:29])[CH:11]=2)[C:6]([CH2:13][S:14]([Cl:17])(=[O:16])=[O:15])=[CH:5][C:4]1([CH3:18])[CH3:19])[CH3:2], predict the reactants needed to synthesize it. The reactants are: [CH2:1]([N:3]1[C:12]2[C:7](=[CH:8][CH:9]=[CH:10][CH:11]=2)[C:6]([CH2:13][S:14]([Cl:17])(=[O:16])=[O:15])=[CH:5][C:4]1([CH3:19])[CH3:18])[CH3:2].C(N1C2C(=CC=[C:29]([O:32]C)C=2)C(CS(O)(=O)=O)=CC1(C)C)C.P(Cl)(Cl)(Cl)(Cl)Cl. (5) Given the product [C:18]([CH:17]([NH:16][C:2]1[C:11]([C:12]([OH:14])=[O:13])=[CH:10][C:9]2[C:4](=[CH:5][CH:6]=[C:7]([Cl:15])[CH:8]=2)[N:3]=1)[CH2:21][C:22]1[CH:27]=[CH:26][CH:25]=[CH:24][CH:23]=1)(=[O:19])[NH2:20], predict the reactants needed to synthesize it. The reactants are: Cl[C:2]1[C:11]([C:12]([OH:14])=[O:13])=[CH:10][C:9]2[C:4](=[CH:5][CH:6]=[C:7]([Cl:15])[CH:8]=2)[N:3]=1.[NH2:16][CH:17]([CH2:21][C:22]1[CH:27]=[CH:26][CH:25]=[CH:24][CH:23]=1)[C:18]([NH2:20])=[O:19]. (6) Given the product [CH3:7][O:6][C:5]1[CH:4]=[C:3]([CH:2]=[O:1])[CH:11]=[C:10]([C:10]2[C:8]([OH:9])=[C:5]([O:6][CH3:7])[CH:4]=[C:3]([CH:2]=[O:1])[CH:11]=2)[C:8]=1[OH:9], predict the reactants needed to synthesize it. The reactants are: [O:1]=[CH:2][C:3]1[CH:11]=[CH:10][C:8]([OH:9])=[C:5]([O:6][CH3:7])[CH:4]=1.OO. (7) Given the product [Cl:12][C:5]1[CH:6]=[C:7]([CH3:11])[C:8]([F:10])=[CH:9][C:4]=1[C:3]([OH:13])=[O:2], predict the reactants needed to synthesize it. The reactants are: C[O:2][C:3](=[O:13])[C:4]1[CH:9]=[C:8]([F:10])[C:7]([CH3:11])=[CH:6][C:5]=1[Cl:12].[OH-].[Na+].